From a dataset of Forward reaction prediction with 1.9M reactions from USPTO patents (1976-2016). Predict the product of the given reaction. (1) The product is: [OH:42][CH2:41][CH2:40][CH2:39][NH:38][C:34]([C:16]1([CH3:37])[CH:15]([C:11]2[CH:12]=[CH:13][CH:14]=[C:9]([Cl:8])[CH:10]=2)[C:19]([C:22]2[CH:23]=[CH:24][C:25]([Cl:28])=[CH:26][CH:27]=2)([C:20]#[N:21])[CH:18]([CH2:29][C:30]([CH3:33])([CH3:32])[CH3:31])[NH:17]1)=[O:35]. Given the reactants FC(F)(F)C(O)=O.[Cl:8][C:9]1[CH:10]=[C:11]([CH:15]2[C:19]([C:22]3[CH:27]=[CH:26][C:25]([Cl:28])=[CH:24][CH:23]=3)([C:20]#[N:21])[CH:18]([CH2:29][C:30]([CH3:33])([CH3:32])[CH3:31])[NH:17][C:16]2([CH3:37])[C:34](O)=[O:35])[CH:12]=[CH:13][CH:14]=1.[NH2:38][CH2:39][CH2:40][CH2:41][OH:42].CN(C(ON1N=NC2C=CC=NC1=2)=[N+](C)C)C.F[P-](F)(F)(F)(F)F.CCN(C(C)C)C(C)C, predict the reaction product. (2) Given the reactants [F:1][C:2]1[CH:7]=[CH:6][C:5]([C:8](=[O:10])[CH3:9])=[CH:4][C:3]=1[N+:11]([O-])=O, predict the reaction product. The product is: [NH2:11][C:3]1[CH:4]=[C:5]([C:8](=[O:10])[CH3:9])[CH:6]=[CH:7][C:2]=1[F:1]. (3) The product is: [Cl:19][C:4]1[CH:5]=[C:6]2[C:10](=[C:2]([NH:1][CH:24]3[CH2:28][CH2:27][CH2:26][CH2:25]3)[CH:3]=1)[NH:9][C:8]([CH2:11][N:12]1[CH2:17][CH2:16][NH:15][C:14](=[O:18])[CH2:13]1)=[CH:7]2. Given the reactants [NH2:1][C:2]1[CH:3]=[C:4]([Cl:19])[CH:5]=[C:6]2[C:10]=1[NH:9][C:8]([CH2:11][N:12]1[CH2:17][CH2:16][NH:15][C:14](=[O:18])[CH2:13]1)=[CH:7]2.C(O)(=O)C.[C:24]1(=O)[CH2:28][CH2:27][CH2:26][CH2:25]1.C(O[BH-](OC(=O)C)OC(=O)C)(=O)C.[Na+], predict the reaction product. (4) The product is: [CH:37]([O:41][N:42]1[C:1](=[O:62])[C:2]2[C:3](=[CH:4][CH:5]=[CH:6][CH:7]=2)[C:73]1=[O:72])([CH2:39][CH3:40])[CH3:38]. Given the reactants [CH2:1]([C@H](NC(=O)OC(C)(C)C)[C@@H](O)C(NS(C1C=CC(OC)=CC=1)(=O)=O)OC(CC)C)[C:2]1[CH:7]=[CH:6][CH:5]=[CH:4][CH:3]=1.[CH:37]([O:41][NH:42]S(C1C=CC(OC)=CC=1)(=O)=O)([CH2:39][CH3:40])[CH3:38].C1C=NC(NP(N2CC2)(N2CC2)=[O:62])=NC=1.C1[CH2:73][O:72]CC1, predict the reaction product. (5) Given the reactants Br[C:2]1[CH:3]=[N:4][C:5]2[CH2:6][CH2:7][N:8]3[C:18]4[CH:17]=[CH:16][CH:15]=[C:14]([F:19])[C:13]=4[CH:12]=[C:9]3[C:10]=2[CH:11]=1.[F:20][C:21]1[CH:26]=[CH:25][C:24]([C:27]2[O:28][C:29]3[CH:39]=[C:38]([N:40]([CH3:45])[S:41]([CH3:44])(=[O:43])=[O:42])[C:37](B4OC(C)(C)C(C)(C)O4)=[CH:36][C:30]=3[C:31]=2[C:32]([NH:34][CH3:35])=[O:33])=[CH:23][CH:22]=1.C(=O)([O-])[O-].[K+].[K+], predict the reaction product. The product is: [F:19][C:14]1[C:13]2[CH:12]=[C:9]3[N:8]([C:18]=2[CH:17]=[CH:16][CH:15]=1)[CH2:7][CH2:6][C:5]1[N:4]=[CH:3][C:2]([C:37]2[C:38]([N:40]([CH3:45])[S:41]([CH3:44])(=[O:43])=[O:42])=[CH:39][C:29]4[O:28][C:27]([C:24]5[CH:25]=[CH:26][C:21]([F:20])=[CH:22][CH:23]=5)=[C:31]([C:32]([NH:34][CH3:35])=[O:33])[C:30]=4[CH:36]=2)=[CH:11][C:10]3=1.